This data is from Reaction yield outcomes from USPTO patents with 853,638 reactions. The task is: Predict the reaction yield, written as a fraction of the theoretical maximum amount of product (1.0 means a 100% yield; for example, 0.34 means a 34% yield). (1) The reactants are Br[C:2]1[C:3]([CH3:8])=[N:4][CH:5]=[N:6][CH:7]=1.[C:9]([O:13][C:14](=[O:37])[NH:15][C:16]([C:18]1[S:19][C:20]([S:35][CH3:36])=[C:21]([S:23]([C:26]2[CH:31]=[CH:30][CH:29]=[C:28](B(O)O)[CH:27]=2)(=[O:25])=[O:24])[CH:22]=1)=[NH:17])([CH3:12])([CH3:11])[CH3:10].C([O-])([O-])=O.[Na+].[Na+].C(N(CC)CC)C.C([O-])(O)=O.[Na+]. The catalyst is C1C=CC([P]([Pd]([P](C2C=CC=CC=2)(C2C=CC=CC=2)C2C=CC=CC=2)([P](C2C=CC=CC=2)(C2C=CC=CC=2)C2C=CC=CC=2)[P](C2C=CC=CC=2)(C2C=CC=CC=2)C2C=CC=CC=2)(C2C=CC=CC=2)C2C=CC=CC=2)=CC=1.Cl[Pd](Cl)([P](C1C=CC=CC=1)(C1C=CC=CC=1)C1C=CC=CC=1)[P](C1C=CC=CC=1)(C1C=CC=CC=1)C1C=CC=CC=1.CCOC(C)=O.O1CCOCC1.C1(C)C=CC=CC=1.C(O)C. The product is [C:9]([O:13][C:14](=[O:37])[NH:15][C:16](=[NH:17])[C:18]1[S:19][C:20]([S:35][CH3:36])=[C:21]([S:23]([C:26]2[CH:27]=[CH:28][CH:29]=[C:30]([C:2]3[C:3]([CH3:8])=[N:4][CH:5]=[N:6][CH:7]=3)[CH:31]=2)(=[O:25])=[O:24])[CH:22]=1)([CH3:12])([CH3:10])[CH3:11]. The yield is 0.870. (2) The reactants are Cl[C:2]1[C:11]2[C:6](=[CH:7][C:8]([S:12]([N:15](CC3C=CC(OC)=CC=3OC)[C:16]3[S:17][CH:18]=[CH:19][N:20]=3)(=[O:14])=[O:13])=[CH:9][CH:10]=2)[CH:5]=[CH:4][N:3]=1.Cl[C:33]1[CH:38]=[CH:37][C:36](B(O)O)=[C:35]([O:42][CH3:43])[CH:34]=1.P([O-])([O-])([O-])=O.[K+].[K+].[K+].[CH3:52][N:53]1[CH:57]=[C:56](B2OC(C)(C)C(C)(C)O2)[CH:55]=[N:54]1. The catalyst is O.O1CCOCC1. The product is [CH3:43][O:42][C:35]1[CH:34]=[C:33]([C:56]2[CH:55]=[N:54][N:53]([CH3:52])[CH:57]=2)[CH:38]=[CH:37][C:36]=1[C:2]1[C:11]2[C:6](=[CH:7][C:8]([S:12]([NH:15][C:16]3[S:17][CH:18]=[CH:19][N:20]=3)(=[O:13])=[O:14])=[CH:9][CH:10]=2)[CH:5]=[CH:4][N:3]=1. The yield is 0.118. (3) The reactants are [NH2:1][C:2]1[N:10]=[CH:9][C:8]([Br:11])=[CH:7][C:3]=1[C:4]([OH:6])=O.[NH2:12][C:13]1[CH:14]=[N:15][CH:16]=[CH:17][CH:18]=1.C(N=C=NC(C)C)(C)C.O.ON1C2C=CC=CC=2N=N1.CN1CCOCC1. The catalyst is CN(C)C=O. The product is [NH2:1][C:2]1[N:10]=[CH:9][C:8]([Br:11])=[CH:7][C:3]=1[C:4]([NH:12][C:13]1[CH:14]=[N:15][CH:16]=[CH:17][CH:18]=1)=[O:6]. The yield is 0.520. (4) The reactants are [Cl:1][C:2]1[CH:7]=[CH:6][N:5]=[C:4]2[N:8]([CH2:11][O:12][CH2:13][CH2:14][Si:15]([CH3:18])([CH3:17])[CH3:16])[CH:9]=[CH:10][C:3]=12.[CH2:19]([Li])CCC.IC. The catalyst is C1COCC1. The product is [Cl:1][C:2]1[CH:7]=[CH:6][N:5]=[C:4]2[N:8]([CH2:11][O:12][CH2:13][CH2:14][Si:15]([CH3:18])([CH3:17])[CH3:16])[C:9]([CH3:19])=[CH:10][C:3]=12. The yield is 0.950. (5) The reactants are [NH2:1][C:2]1[C:17]([Br:18])=[CH:16][C:5]2[C:6]([C:12](=[O:15])[NH:13][CH3:14])=[C:7](B(O)O)[O:8][C:4]=2[CH:3]=1.[F:19][C:20]1[CH:25]=[C:24]([F:26])[CH:23]=[CH:22][C:21]=1I. The catalyst is CN(C=O)C.C1C=CC(P(C2C=CC=CC=2)[C-]2C=CC=C2)=CC=1.C1C=CC(P(C2C=CC=CC=2)[C-]2C=CC=C2)=CC=1.Cl[Pd]Cl.[Fe+2]. The product is [NH2:1][C:2]1[C:17]([Br:18])=[CH:16][C:5]2[C:6]([C:12]([NH:13][CH3:14])=[O:15])=[C:7]([C:23]3[CH:22]=[CH:21][C:20]([F:19])=[CH:25][C:24]=3[F:26])[O:8][C:4]=2[CH:3]=1. The yield is 0.700.